From a dataset of Forward reaction prediction with 1.9M reactions from USPTO patents (1976-2016). Predict the product of the given reaction. (1) Given the reactants [F:1][C:2]1[CH:3]=[C:4]([CH:7]=[C:8]([F:11])[C:9]=1F)[C:5]#[N:6].[NH:12]1[CH2:18][CH2:17][CH2:16][CH2:15][CH2:14][CH2:13]1.Cl.C12NC(CC1)CCC2, predict the reaction product. The product is: [F:11][C:8]1[CH:7]=[C:4]([CH:3]=[C:2]([F:1])[C:9]=1[N:12]1[CH2:18][CH2:17][CH2:16][CH2:15][CH2:14][CH2:13]1)[C:5]#[N:6]. (2) Given the reactants C[O:2][C:3](=O)[CH:4]([N:14]1[C:20](=[O:21])[CH2:19][CH2:18][N:17]([C:22](=[O:33])/[CH:23]=[CH:24]/[C:25]2[CH:30]=[CH:29][C:28]([Cl:31])=[C:27]([Cl:32])[CH:26]=2)[CH2:16][CH2:15]1)[CH2:5][C:6](=[O:13])[N:7]1[CH2:12][CH2:11][CH2:10][CH2:9][CH2:8]1.[Li+].[BH4-].OS([O-])(=O)=O.[K+], predict the reaction product. The product is: [Cl:32][C:27]1[CH:26]=[C:25](/[CH:24]=[CH:23]/[C:22]([N:17]2[CH2:18][CH2:19][C:20](=[O:21])[N:14]([CH:4]([CH2:3][OH:2])[CH2:5][C:6](=[O:13])[N:7]3[CH2:8][CH2:9][CH2:10][CH2:11][CH2:12]3)[CH2:15][CH2:16]2)=[O:33])[CH:30]=[CH:29][C:28]=1[Cl:31]. (3) Given the reactants [CH2:1]([N:3](CC)CC)C.CS(Cl)(=O)=O.[CH2:13]([N:17]1[C:21]([CH2:22]O)=[C:20]([C:24]2[CH:29]=[CH:28][CH:27]=[CH:26][CH:25]=2)[N:19]=[C:18]1[C:30]1[CH:35]=[CH:34][CH:33]=[CH:32][CH:31]=1)[CH2:14][CH2:15][CH3:16], predict the reaction product. The product is: [CH2:13]([N:17]1[C:21]([CH2:22][C:1]#[N:3])=[C:20]([C:24]2[CH:29]=[CH:28][CH:27]=[CH:26][CH:25]=2)[N:19]=[C:18]1[C:30]1[CH:35]=[CH:34][CH:33]=[CH:32][CH:31]=1)[CH2:14][CH2:15][CH3:16]. (4) Given the reactants C([O:8][C:9]1[CH:10]=[C:11]([C:15]2[N:24]=[C:23]([NH:25][C:26]3[CH:27]=[C:28]4[C:32](=[CH:33][CH:34]=3)[N:31]([C:35]([O:37][C:38]([CH3:41])([CH3:40])[CH3:39])=[O:36])[N:30]=[CH:29]4)[C:22]3[C:17](=[CH:18][C:19]([O:47][CH3:48])=[C:20]([O:42][CH2:43][CH2:44][O:45][CH3:46])[CH:21]=3)[N:16]=2)[CH:12]=[CH:13][CH:14]=1)C1C=CC=CC=1.N#N, predict the reaction product. The product is: [OH:8][C:9]1[CH:10]=[C:11]([C:15]2[N:24]=[C:23]([NH:25][C:26]3[CH:27]=[C:28]4[C:32](=[CH:33][CH:34]=3)[N:31]([C:35]([O:37][C:38]([CH3:40])([CH3:41])[CH3:39])=[O:36])[N:30]=[CH:29]4)[C:22]3[C:17](=[CH:18][C:19]([O:47][CH3:48])=[C:20]([O:42][CH2:43][CH2:44][O:45][CH3:46])[CH:21]=3)[N:16]=2)[CH:12]=[CH:13][CH:14]=1.